From a dataset of Reaction yield outcomes from USPTO patents with 853,638 reactions. Predict the reaction yield, written as a fraction of the theoretical maximum amount of product (1.0 means a 100% yield; for example, 0.34 means a 34% yield). The reactants are [C:1]([N:4]1[C:12]2[C:7](=[C:8]([Br:13])[CH:9]=[CH:10][CH:11]=2)[C:6](C=O)=[CH:5]1)(=[O:3])[CH3:2].ClC1C=CC=C(C(OO)=[O:24])C=1. The catalyst is C(Cl)Cl. The product is [C:1]([N:4]1[C:12]2[C:7](=[C:8]([Br:13])[CH:9]=[CH:10][CH:11]=2)[C:6](=[O:24])[CH2:5]1)(=[O:3])[CH3:2]. The yield is 0.260.